Task: Predict the reaction yield, written as a fraction of the theoretical maximum amount of product (1.0 means a 100% yield; for example, 0.34 means a 34% yield).. Dataset: Reaction yield outcomes from USPTO patents with 853,638 reactions (1) The reactants are [CH3:1][N:2]1[C:10]([C:11](O)=[O:12])=[N:9][C:8]2[C:3]1=[N:4][CH:5]=[N:6][C:7]=2[N:14]1[CH2:19][CH2:18][CH:17]([N:20]2[C:24]3[CH:25]=[CH:26][CH:27]=[CH:28][C:23]=3[NH:22][C:21]2=[O:29])[CH2:16][CH2:15]1.CN(C(ON1N=NC2C=CC=NC1=2)=[N+](C)C)C.F[P-](F)(F)(F)(F)F.C(N(C(C)C)CC)(C)C.[C:63]([NH:66][NH2:67])(=[O:65])[CH3:64]. The catalyst is C(OCC)(=O)C.CC(N(C)C)=O. The product is [C:63]([NH:66][NH:67][C:11]([C:10]1[N:2]([CH3:1])[C:3]2[C:8]([N:9]=1)=[C:7]([N:14]1[CH2:19][CH2:18][CH:17]([N:20]3[C:24]4[CH:25]=[CH:26][CH:27]=[CH:28][C:23]=4[NH:22][C:21]3=[O:29])[CH2:16][CH2:15]1)[N:6]=[CH:5][N:4]=2)=[O:12])(=[O:65])[CH3:64]. The yield is 0.590. (2) The reactants are [NH2:1][C:2]1[C:13]([CH3:14])=[C:12]([CH3:15])[C:5]2[C:6](=[O:11])[C:7]([CH3:10])([CH3:9])[O:8][C:4]=2[C:3]=1[CH3:16].[CH:17](O)=[O:18]. No catalyst specified. The yield is 0.810. The product is [CH3:10][C:7]1([CH3:9])[C:6](=[O:11])[C:5]2[C:12]([CH3:15])=[C:13]([CH3:14])[C:2]([NH:1][CH:17]=[O:18])=[C:3]([CH3:16])[C:4]=2[O:8]1. (3) The yield is 0.780. The product is [Cl:1][C:2]1[CH:3]=[C:4]([CH2:9][C:10]([NH:43][NH:42][C:40](=[O:41])[CH2:39][O:38][C:33]2[CH:34]=[C:35]3[C:30](=[CH:31][CH:32]=2)[NH:29][C:28](=[O:27])[CH:37]=[CH:36]3)=[O:12])[CH:5]=[CH:6][C:7]=1[Cl:8]. The catalyst is CN(C=O)C. The reactants are [Cl:1][C:2]1[CH:3]=[C:4]([CH2:9][C:10]([OH:12])=O)[CH:5]=[CH:6][C:7]=1[Cl:8].C(Cl)CCl.C1C=CC2N(O)N=NC=2C=1.[O:27]=[C:28]1[CH:37]=[CH:36][C:35]2[C:30](=[CH:31][CH:32]=[C:33]([O:38][CH2:39][C:40]([NH:42][NH2:43])=[O:41])[CH:34]=2)[NH:29]1. (4) The reactants are C(O[C:6]([N:8]1[CH2:13][CH2:12][N:11]([C:14]2[C:19]([N+:20]([O-:22])=[O:21])=[CH:18][CH:17]=[CH:16][C:15]=2[N+:23]([O-:25])=[O:24])[CH2:10][CH2:9]1)=O)(C)(C)C.FC(F)(F)C(O)=O.[CH3:33][S:34]([N:37]1[CH2:42][CH2:41][C:40]2[N:43]([CH2:56][CH:57]3C[O:58]3)[N:44]=[C:45]([C:46]3[CH:51]=[CH:50][C:49]([C:52]([F:55])([F:54])[F:53])=[CH:48][CH:47]=3)[C:39]=2[CH2:38]1)(=[O:36])=[O:35]. The catalyst is C(Cl)Cl. The product is [N+:23]([C:15]1[CH:16]=[CH:17][CH:18]=[C:19]([N+:20]([O-:22])=[O:21])[C:14]=1[N:11]1[CH2:10][CH2:9][N:8]([CH2:6][CH:57]([OH:58])[CH2:56][N:43]2[C:40]3[CH2:41][CH2:42][N:37]([S:34]([CH3:33])(=[O:36])=[O:35])[CH2:38][C:39]=3[C:45]([C:46]3[CH:51]=[CH:50][C:49]([C:52]([F:54])([F:55])[F:53])=[CH:48][CH:47]=3)=[N:44]2)[CH2:13][CH2:12]1)([O-:25])=[O:24]. The yield is 0.850. (5) The reactants are [F:1][C:2]1[CH:11]=[C:10]2[C:5]([N:6]=[C:7]([N:19]([CH3:23])[CH:20]([CH3:22])[CH3:21])[C:8]([C:12]3[CH:17]=[CH:16][C:15]([F:18])=[CH:14][CH:13]=3)=[N:9]2)=[CH:4][C:3]=1[C:24]([O:26]C)=[O:25].[OH-].[Li+]. The catalyst is O1CCCC1.O. The product is [F:1][C:2]1[CH:11]=[C:10]2[C:5]([N:6]=[C:7]([N:19]([CH3:23])[CH:20]([CH3:22])[CH3:21])[C:8]([C:12]3[CH:17]=[CH:16][C:15]([F:18])=[CH:14][CH:13]=3)=[N:9]2)=[CH:4][C:3]=1[C:24]([OH:26])=[O:25]. The yield is 0.830. (6) The reactants are CO[CH:3](OC)[N:4]([CH3:6])[CH3:5].[NH2:9][C:10]1[CH:15]=[C:14]([CH2:16][C:17]2[C:22]([Cl:23])=[CH:21][CH:20]=[CH:19][C:18]=2[Cl:24])[N:13]=[C:12]([NH:25][C:26]2[CH:33]=[CH:32][C:29]([C:30]#[N:31])=[CH:28][CH:27]=2)[N:11]=1. No catalyst specified. The product is [C:30]([C:29]1[CH:32]=[CH:33][C:26]([NH:25][C:12]2[N:11]=[C:10]([N:9]=[CH:3][N:4]([CH3:6])[CH3:5])[CH:15]=[C:14]([CH2:16][C:17]3[C:22]([Cl:23])=[CH:21][CH:20]=[CH:19][C:18]=3[Cl:24])[N:13]=2)=[CH:27][CH:28]=1)#[N:31]. The yield is 0.420. (7) The reactants are [H-].[Na+].[CH3:3][O:4][C:5]1[C:15]([N+:16]([O-:18])=[O:17])=[CH:14][C:8]2[NH:9][C:10](=[O:13])[CH2:11][O:12][C:7]=2[CH:6]=1.[CH3:19]I. The catalyst is CN(C=O)C. The product is [CH3:3][O:4][C:5]1[C:15]([N+:16]([O-:18])=[O:17])=[CH:14][C:8]2[N:9]([CH3:19])[C:10](=[O:13])[CH2:11][O:12][C:7]=2[CH:6]=1. The yield is 0.630. (8) The reactants are [OH:1][CH2:2][C:3]1[CH:7]=[C:6]([NH:8][C:9](=[O:16])[C:10]2[CH:15]=[CH:14][CH:13]=[CH:12][CH:11]=2)[N:5]([C:17]2[CH:22]=[CH:21][CH:20]=[CH:19][CH:18]=2)[N:4]=1.C(N(CC)CC)C.O. The catalyst is CS(C)=O. The product is [CH:2]([C:3]1[CH:7]=[C:6]([NH:8][C:9](=[O:16])[C:10]2[CH:15]=[CH:14][CH:13]=[CH:12][CH:11]=2)[N:5]([C:17]2[CH:22]=[CH:21][CH:20]=[CH:19][CH:18]=2)[N:4]=1)=[O:1]. The yield is 0.790. (9) The reactants are Br[C:2]1[N:6]([CH3:7])[N:5]=[CH:4][C:3]=1[N+:8]([O-:10])=[O:9].[O:11]=[C:12]1[CH2:18][CH2:17][N:16]([C:19]([O:21][C:22]([CH3:25])([CH3:24])[CH3:23])=[O:20])[CH2:15][CH2:14][NH:13]1. No catalyst specified. The product is [CH3:7][N:6]1[C:2]([N:13]2[C:12](=[O:11])[CH2:18][CH2:17][N:16]([C:19]([O:21][C:22]([CH3:25])([CH3:24])[CH3:23])=[O:20])[CH2:15][CH2:14]2)=[C:3]([N+:8]([O-:10])=[O:9])[CH:4]=[N:5]1. The yield is 0.330.